Dataset: Full USPTO retrosynthesis dataset with 1.9M reactions from patents (1976-2016). Task: Predict the reactants needed to synthesize the given product. (1) Given the product [CH:14]([NH:13][C:8]1[N:7]=[C:6]([C:4](=[O:5])[CH3:18])[CH:11]=[C:10]([CH3:12])[N:9]=1)([CH3:15])[CH3:16], predict the reactants needed to synthesize it. The reactants are: CON(C)[C:4]([C:6]1[CH:11]=[C:10]([CH3:12])[N:9]=[C:8]([NH:13][CH:14]([CH3:16])[CH3:15])[N:7]=1)=[O:5].[CH2:18]1COCC1. (2) Given the product [CH3:20][S:21]([O:13][CH:11]1[CH2:12][N:9]([CH:8]([C:2]2[CH:3]=[CH:4][CH:5]=[CH:6][CH:7]=2)[C:14]2[CH:15]=[CH:16][CH:17]=[CH:18][CH:19]=2)[CH2:10]1)(=[O:23])=[O:22], predict the reactants needed to synthesize it. The reactants are: Cl.[C:2]1([CH:8]([C:14]2[CH:19]=[CH:18][CH:17]=[CH:16][CH:15]=2)[N:9]2[CH2:12][CH:11]([OH:13])[CH2:10]2)[CH:7]=[CH:6][CH:5]=[CH:4][CH:3]=1.[CH3:20][S:21](Cl)(=[O:23])=[O:22].O. (3) Given the product [Cl:23][C:6]1[CH:5]=[N:4][CH:3]=[C:2]([Cl:1])[C:7]=1[CH2:8][C:9]([C:11]1[CH:16]=[CH:15][C:14]([O:17][CH3:18])=[C:13]([O:19][CH3:20])[C:12]=1[OH:21])=[O:10], predict the reactants needed to synthesize it. The reactants are: [Cl:1][C:2]1[CH:3]=[N:4][CH:5]=[C:6]([Cl:23])[C:7]=1[CH2:8][C:9]([C:11]1[CH:16]=[CH:15][C:14]([O:17][CH3:18])=[C:13]([O:19][CH3:20])[C:12]=1[O:21]C)=[O:10].B(Cl)(Cl)Cl.O.CCO. (4) Given the product [C:31]([NH:30][CH2:29][CH2:28][S:27][C:16]1[N:15]=[C:14]([N:11]2[CH2:12][CH2:13][CH:8]([C:6]([O:5][C:1]([CH3:4])([CH3:3])[CH3:2])=[O:7])[CH2:9][CH2:10]2)[C:24]([Cl:25])=[CH:23][C:17]=1[C:18]([O:20][CH2:21][CH3:22])=[O:19])(=[O:33])[CH3:32], predict the reactants needed to synthesize it. The reactants are: [C:1]([O:5][C:6]([CH:8]1[CH2:13][CH2:12][N:11]([C:14]2[C:24]([Cl:25])=[CH:23][C:17]([C:18]([O:20][CH2:21][CH3:22])=[O:19])=[C:16](Cl)[N:15]=2)[CH2:10][CH2:9]1)=[O:7])([CH3:4])([CH3:3])[CH3:2].[SH:27][CH2:28][CH2:29][NH:30][C:31](=[O:33])[CH3:32].CCN(C(C)C)C(C)C. (5) Given the product [O:4]=[C:3]([NH:5][C:6]1[CH:11]=[CH:10][C:9]([O:12][C:13]2[CH:18]=[CH:17][CH:16]=[CH:15][CH:14]=2)=[CH:8][CH:7]=1)[CH2:2][N:22]1[CH2:21][CH2:20][N:19]([C:25]([O:27][C:28]([CH3:31])([CH3:30])[CH3:29])=[O:26])[CH2:24][CH2:23]1, predict the reactants needed to synthesize it. The reactants are: Br[CH2:2][C:3]([NH:5][C:6]1[CH:11]=[CH:10][C:9]([O:12][C:13]2[CH:18]=[CH:17][CH:16]=[CH:15][CH:14]=2)=[CH:8][CH:7]=1)=[O:4].[N:19]1([C:25]([O:27][C:28]([CH3:31])([CH3:30])[CH3:29])=[O:26])[CH2:24][CH2:23][NH:22][CH2:21][CH2:20]1.C(=O)([O-])[O-].[K+].[K+]. (6) Given the product [CH:22]([CH:14]1[CH2:15][C:16]2[C:21](=[CH:20][CH:19]=[CH:18][CH:17]=2)[NH:13]1)([CH3:24])[CH3:23], predict the reactants needed to synthesize it. The reactants are: Cl.C(O[C@H](C)C([N:13]1[C:21]2[C:16](=[CH:17][CH:18]=[CH:19][CH:20]=2)[CH2:15][CH:14]1[CH:22]([CH3:24])[CH3:23])=O)C1C=CC=CC=1.ClC1N=C(Cl)C=C(OC)N=1. (7) Given the product [ClH:24].[ClH:24].[OH:2][CH:1]([C:3]1[S:4][CH:5]=[CH:6][C:7]=1[C:8]1[NH:9][C:10]([CH2:19][CH3:20])=[C:11]([C:13]2[CH:14]=[N:15][CH:16]=[CH:17][CH:18]=2)[N:12]=1)[CH3:21], predict the reactants needed to synthesize it. The reactants are: [CH:1]([C:3]1[S:4][CH:5]=[CH:6][C:7]=1[C:8]1[NH:9][C:10]([CH2:19][CH3:20])=[C:11]([C:13]2[CH:14]=[N:15][CH:16]=[CH:17][CH:18]=2)[N:12]=1)=[O:2].[CH3:21][Mg]Br.[Cl-:24].[NH4+]. (8) Given the product [N:28]1([C:2]2[N:27]=[CH:26][C:5]3[C:6]4[N:7]([CH:11]=[C:12]([C:14]5[N:18]([CH2:19][C:20]([F:23])([F:22])[F:21])[N:17]=[C:16]([CH2:24][OH:25])[N:15]=5)[N:13]=4)[CH2:8][CH2:9][O:10][C:4]=3[CH:3]=2)[CH2:32][CH2:31][CH2:30][CH2:29]1, predict the reactants needed to synthesize it. The reactants are: Cl[C:2]1[N:27]=[CH:26][C:5]2[C:6]3[N:7]([CH:11]=[C:12]([C:14]4[N:18]([CH2:19][C:20]([F:23])([F:22])[F:21])[N:17]=[C:16]([CH2:24][OH:25])[N:15]=4)[N:13]=3)[CH2:8][CH2:9][O:10][C:4]=2[CH:3]=1.[NH:28]1[CH2:32][CH2:31][CH2:30][CH2:29]1.